Dataset: Reaction yield outcomes from USPTO patents with 853,638 reactions. Task: Predict the reaction yield, written as a fraction of the theoretical maximum amount of product (1.0 means a 100% yield; for example, 0.34 means a 34% yield). (1) The reactants are [CH3:1][C:2]1[CH:11]=[CH:10][C:9]2[C:4](=[CH:5][CH:6]=[CH:7][C:8]=2[O:12][CH2:13][CH2:14][N:15]2[CH2:20][CH2:19][CH:18]([CH2:21][C:22]3[CH:23]=[C:24]([CH:28]=[CH:29][CH:30]=3)[C:25](O)=[O:26])[CH2:17][CH2:16]2)[N:3]=1.[CH3:31][NH:32][CH:33]([CH3:35])[CH3:34]. No catalyst specified. The product is [CH:33]([N:32]([CH3:31])[C:25](=[O:26])[C:24]1[CH:28]=[CH:29][CH:30]=[C:22]([CH2:21][CH:18]2[CH2:19][CH2:20][N:15]([CH2:14][CH2:13][O:12][C:8]3[CH:7]=[CH:6][CH:5]=[C:4]4[C:9]=3[CH:10]=[CH:11][C:2]([CH3:1])=[N:3]4)[CH2:16][CH2:17]2)[CH:23]=1)([CH3:35])[CH3:34]. The yield is 0.790. (2) The reactants are [CH3:1][O:2][CH2:3][C:4](=[O:10])[CH2:5][C:6]([O:8][CH3:9])=[O:7].Br[CH2:12][C:13]1[CH:32]=[CH:31][C:16]2/[C:17](=[C:27](/[CH3:30])\[C:28]#[N:29])/[C:18]3[CH:25]=[CH:24][C:23]([F:26])=[CH:22][C:19]=3[O:20][CH2:21][C:15]=2[CH:14]=1. No catalyst specified. The product is [C:28](/[C:27](=[C:17]1/[C:18]2[CH:25]=[CH:24][C:23]([F:26])=[CH:22][C:19]=2[O:20][CH2:21][C:15]2[CH:14]=[C:13]([CH2:12][CH:5]([C:4](=[O:10])[CH2:3][O:2][CH3:1])[C:6]([O:8][CH3:9])=[O:7])[CH:32]=[CH:31][C:16]/1=2)/[CH3:30])#[N:29]. The yield is 0.830. (3) The reactants are [N:1]([C@@H:4]1[C@@H:8]([O:9][Si](C)(C)C)[CH2:7][N:6](C(=O)C(F)(F)F)[CH2:5]1)=[N+:2]=[N-:3].C([O-])([O-])=O.[K+].[K+]. The catalyst is CO. The product is [N:1]([C@H:4]1[CH2:5][NH:6][CH2:7][C@@H:8]1[OH:9])=[N+:2]=[N-:3]. The yield is 0.800. (4) The catalyst is CC(O)(C)C. The reactants are [Br:1][C:2]1[C:3]([O:13][CH3:14])=[C:4]([O:11][CH3:12])[C:5]([Cl:10])=[C:6]([CH:9]=1)[CH:7]=[O:8].CC(=CC)C.[OH:20]P([O-])(O)=O.[K+].[O-]Cl=O.[Na+]. The yield is 0.990. The product is [Br:1][C:2]1[C:3]([O:13][CH3:14])=[C:4]([O:11][CH3:12])[C:5]([Cl:10])=[C:6]([CH:9]=1)[C:7]([OH:20])=[O:8]. (5) The reactants are Br[CH2:2][CH2:3][N:4]1[C:8]([CH2:9]Br)=[CH:7][C:6]([N+:11]([O-:13])=[O:12])=[N:5]1.[NH3:14]. The catalyst is C1COCC1. The product is [N+:11]([C:6]1[CH:7]=[C:8]2[CH2:9][NH:14][CH2:2][CH2:3][N:4]2[N:5]=1)([O-:13])=[O:12]. The yield is 0.760. (6) The reactants are FC(F)(F)C(O)=O.[CH2:8]1[C:16]2[C:11](=[CH:12][CH:13]=[CH:14][CH:15]=2)[CH2:10][CH:9]1[NH:17][C:18]1[N:19]=[CH:20][C:21]2[CH2:27][N:26]([C:28](=[O:45])[CH2:29][CH2:30][CH2:31][CH2:32][C:33]3[N:37](C(OC(C)(C)C)=O)[CH:36]=[N:35][CH:34]=3)[CH2:25][CH2:24][C:22]=2[N:23]=1. The yield is 0.830. The catalyst is ClCCl. The product is [CH2:8]1[C:16]2[C:11](=[CH:12][CH:13]=[CH:14][CH:15]=2)[CH2:10][CH:9]1[NH:17][C:18]1[N:19]=[CH:20][C:21]2[CH2:27][N:26]([C:28](=[O:45])[CH2:29][CH2:30][CH2:31][CH2:32][C:33]3[N:37]=[CH:36][NH:35][CH:34]=3)[CH2:25][CH2:24][C:22]=2[N:23]=1. (7) The reactants are [C:1]1([CH:7](Br)[C:8]2[CH:13]=[CH:12][CH:11]=[CH:10][CH:9]=2)[CH:6]=[CH:5][CH:4]=[CH:3][CH:2]=1.[NH:15]1[CH2:20][CH2:19][O:18][CH2:17][CH2:16]1.C(N(CC)CC)C. The yield is 0.140. The catalyst is C(Cl)(Cl)Cl. The product is [CH:7]([N:15]1[CH2:20][CH2:19][O:18][CH2:17][CH2:16]1)([C:8]1[CH:13]=[CH:12][CH:11]=[CH:10][CH:9]=1)[C:1]1[CH:6]=[CH:5][CH:4]=[CH:3][CH:2]=1. (8) The reactants are [NH2:1][C:2]1[CH:3]=[C:4]([OH:11])[C:5](=[CH:9][CH:10]=1)[C:6]([OH:8])=[O:7].OS(O)(=O)=O.[CH3:17]O. No catalyst specified. The product is [NH2:1][C:2]1[CH:10]=[CH:9][C:5]([C:6]([O:8][CH3:17])=[O:7])=[C:4]([OH:11])[CH:3]=1. The yield is 0.860.